This data is from Catalyst prediction with 721,799 reactions and 888 catalyst types from USPTO. The task is: Predict which catalyst facilitates the given reaction. (1) Reactant: Cl[C:2]1[CH:3]=[CH:4][C:5]2[N:6]([C:8]([C:11]3[N:16]=[C:15]([NH:17][C@H:18]([C:20]4[CH:25]=[CH:24][CH:23]=[CH:22][CH:21]=4)[CH3:19])[CH:14]=[N:13][CH:12]=3)=[CH:9][N:10]=2)[CH:7]=1.C([O-])=O.[NH4+]. Product: [N:10]1[CH:9]=[C:8]([C:11]2[N:16]=[C:15]([NH:17][C@H:18]([C:20]3[CH:25]=[CH:24][CH:23]=[CH:22][CH:21]=3)[CH3:19])[CH:14]=[N:13][CH:12]=2)[N:6]2[CH:7]=[CH:2][CH:3]=[CH:4][C:5]=12. The catalyst class is: 29. (2) Reactant: B(Br)(Br)Br.[Br:5][C:6]1[CH:7]=[C:8]2[C:13](=[CH:14][CH:15]=1)[CH:12]=[C:11]([S:16]([C:19]1[CH:24]=[CH:23][C:22]([O:25]C)=[CH:21][CH:20]=1)(=[O:18])=[O:17])[CH:10]=[CH:9]2.C(OCC)C.O. Product: [Br:5][C:6]1[CH:7]=[C:8]2[C:13](=[CH:14][CH:15]=1)[CH:12]=[C:11]([S:16]([C:19]1[CH:24]=[CH:23][C:22]([OH:25])=[CH:21][CH:20]=1)(=[O:18])=[O:17])[CH:10]=[CH:9]2. The catalyst class is: 2.